This data is from Catalyst prediction with 721,799 reactions and 888 catalyst types from USPTO. The task is: Predict which catalyst facilitates the given reaction. (1) Reactant: [OH:1][C:2]1[CH:3]=[C:4]2[C:8](=[CH:9][CH:10]=1)[CH2:7][N:6](C(OC(C)(C)C)=O)[CH2:5]2.[ClH:18]. Product: [ClH:18].[OH:1][C:2]1[CH:3]=[C:4]2[C:8](=[CH:9][CH:10]=1)[CH2:7][NH:6][CH2:5]2. The catalyst class is: 12. (2) Reactant: [CH3:1][O:2][C:3]1[CH:8]=[CH:7][C:6]([N:9]2[CH:14]=[C:13]([C:15]#[N:16])[C:12](=[O:17])[NH:11][C:10]2=[O:18])=[CH:5][CH:4]=1.Br[CH2:20][C:21]1[CH:26]=[CH:25][CH:24]=[C:23]([C:27]([F:30])([F:29])[F:28])[C:22]=1[Cl:31].C(=O)([O-])[O-].[K+].[K+].[I-].[K+]. Product: [Cl:31][C:22]1[C:23]([C:27]([F:28])([F:29])[F:30])=[CH:24][CH:25]=[CH:26][C:21]=1[CH2:20][N:11]1[C:12](=[O:17])[C:13]([C:15]#[N:16])=[CH:14][N:9]([C:6]2[CH:7]=[CH:8][C:3]([O:2][CH3:1])=[CH:4][CH:5]=2)[C:10]1=[O:18]. The catalyst class is: 47. (3) Reactant: [F:1][C:2]1([F:33])[O:6][C:5]2[CH:7]=[CH:8][C:9]([C:11]3([C:14]([NH:16][C@@H:17]4[CH2:22][CH2:21][O:20][C@@H:19]([C:23]5[CH:24]=[C:25]([CH:30]=[CH:31][CH:32]=5)[C:26](OC)=[O:27])[CH2:18]4)=[O:15])[CH2:13][CH2:12]3)=[CH:10][C:4]=2[O:3]1.[BH4-].[Na+]. Product: [F:33][C:2]1([F:1])[O:6][C:5]2[CH:7]=[CH:8][C:9]([C:11]3([C:14]([NH:16][C@@H:17]4[CH2:22][CH2:21][O:20][C@@H:19]([C:23]5[CH:32]=[CH:31][CH:30]=[C:25]([CH2:26][OH:27])[CH:24]=5)[CH2:18]4)=[O:15])[CH2:13][CH2:12]3)=[CH:10][C:4]=2[O:3]1. The catalyst class is: 83. (4) Reactant: [O:1]1[C:6]2[CH:7]=[CH:8][C:9]([C:11]([O:13][CH3:14])=[O:12])=[CH:10][C:5]=2[NH:4][CH2:3][CH2:2]1.[Cl:15][C:16]1[CH:17]=[C:18]([CH:22]=[C:23]([Cl:26])[C:24]=1[OH:25])[C:19](Cl)=[O:20]. Product: [Cl:15][C:16]1[CH:17]=[C:18]([CH:22]=[C:23]([Cl:26])[C:24]=1[OH:25])[C:19]([N:4]1[C:5]2[CH:10]=[C:9]([C:11]([O:13][CH3:14])=[O:12])[CH:8]=[CH:7][C:6]=2[O:1][CH2:2][CH2:3]1)=[O:20]. The catalyst class is: 13. (5) Reactant: [CH3:1][C:2]1[CH:3]=[C:4]([NH:13][C:14]2[N:19]=[C:18]([C:20]([F:23])([F:22])[F:21])[CH:17]=[CH:16][N:15]=2)[CH:5]=[C:6]([C:8]2[S:12][CH:11]=[N:10][CH:9]=2)[CH:7]=1.C([N-]C(C)C)(C)C.[Li+].Br[CH:33]1[CH2:39][CH2:38][CH2:37][CH2:36][N:35]([CH2:40][C:41]2[CH:46]=[CH:45][C:44]([O:47][CH3:48])=[CH:43][CH:42]=2)[C:34]1=[O:49]. Product: [CH3:48][O:47][C:44]1[CH:43]=[CH:42][C:41]([CH2:40][N:35]2[CH2:36][CH2:37][CH2:38][CH2:39][CH:33]([C:11]3[S:12][C:8]([C:6]4[CH:5]=[C:4]([NH:13][C:14]5[N:19]=[C:18]([C:20]([F:21])([F:23])[F:22])[CH:17]=[CH:16][N:15]=5)[CH:3]=[C:2]([CH3:1])[CH:7]=4)=[CH:9][N:10]=3)[C:34]2=[O:49])=[CH:46][CH:45]=1. The catalyst class is: 1. (6) Reactant: Cl.[Cl:2][C:3]1[C:12]2[C:7](=[CH:8][C:9]([S:13]([NH:16][C@H:17]3[CH2:22][CH2:21][C@H:20]([C:23]([O:25]CC)=[O:24])[CH2:19][CH2:18]3)(=[O:15])=[O:14])=[CH:10][CH:11]=2)[C:6]([NH:28][C:29]([NH2:31])=[NH:30])=[N:5][CH:4]=1. Product: [Cl:2][C:3]1[C:12]2[C:7](=[CH:8][C:9]([S:13]([NH:16][C@H:17]3[CH2:22][CH2:21][C@H:20]([C:23]([OH:25])=[O:24])[CH2:19][CH2:18]3)(=[O:14])=[O:15])=[CH:10][CH:11]=2)[C:6]([NH:28][C:29]([NH2:31])=[NH:30])=[N:5][CH:4]=1. The catalyst class is: 12. (7) Reactant: [NH2:1][C:2]1[CH:7]=[C:6]([Cl:8])[C:5]([CH3:9])=[CH:4][C:3]=1[NH:10][CH:11]1[CH2:16][CH2:15][N:14]([C@H:17]2[CH2:22][CH2:21][C@H:20]([O:23][CH3:24])[CH2:19][CH2:18]2)[CH2:13][CH2:12]1.C(N(C(C)C)CC)(C)C.Cl[C:35](Cl)([O:37]C(=O)OC(Cl)(Cl)Cl)Cl.C([O-])(O)=O.[Na+].N1C(=O)N=C2C=CC=CC=12. Product: [ClH:8].[Cl:8][C:6]1[C:5]([CH3:9])=[CH:4][C:3]2[N:10]([CH:11]3[CH2:12][CH2:13][N:14]([C@H:17]4[CH2:22][CH2:21][C@H:20]([O:23][CH3:24])[CH2:19][CH2:18]4)[CH2:15][CH2:16]3)[C:35](=[O:37])[NH:1][C:2]=2[CH:7]=1. The catalyst class is: 46.